This data is from Full USPTO retrosynthesis dataset with 1.9M reactions from patents (1976-2016). The task is: Predict the reactants needed to synthesize the given product. (1) Given the product [CH3:3][N:2]([CH2:4][C:5]1[NH:9][C:8]2[CH:19]=[CH:20][C:21]([NH:23][C:24]3[N:42]=[C:27]4[CH:28]=[N:29][CH:30]=[C:31]([C:32]5[CH:33]=[C:34]6[C:38](=[CH:39][CH:40]=5)[N:37]([CH3:41])[N:36]=[CH:35]6)[N:26]4[N:25]=3)=[CH:22][C:7]=2[N:6]=1)[CH3:1], predict the reactants needed to synthesize it. The reactants are: [CH3:1][N:2]([CH2:4][C:5]1[N:9](COCCC[Si](C)(C)C)[C:8]2[CH:19]=[CH:20][C:21]([NH:23][C:24]3[N:42]=[C:27]4[CH:28]=[N:29][CH:30]=[C:31]([C:32]5[CH:33]=[C:34]6[C:38](=[CH:39][CH:40]=5)[N:37]([CH3:41])[N:36]=[CH:35]6)[N:26]4[N:25]=3)=[CH:22][C:7]=2[N:6]=1)[CH3:3]. (2) Given the product [C:21]([C:22]1[CH:1]=[CH:24][C:25](=[O:26])[N:17]([C:12]2[CH:13]=[CH:14][CH:15]=[CH:16][C:11]=2[CH3:20])[C:18]=1[S-:19])#[N:23].[Na+:10], predict the reactants needed to synthesize it. The reactants are: [CH3:1][Si]([N-][Si](C)(C)C)(C)C.[Na+:10].[C:11]1([CH3:20])[C:12]([N:17]=[C:18]=[S:19])=[CH:13][CH:14]=[CH:15][CH:16]=1.[C:21](#[N:23])[CH3:22].[CH3:24][CH2:25][OH:26]. (3) Given the product [CH3:1][C:2]1([CH:6]2[O:19][CH2:18][C:17]3[C:16]4[C:11](=[CH:12][CH:13]=[CH:14][CH:15]=4)[C:10](=[O:9])[NH:21][C:8]=3[CH2:7]2)[CH2:5][O:4][CH2:3]1, predict the reactants needed to synthesize it. The reactants are: [CH3:1][C:2]1([CH:6]2[O:19][CH2:18][C:17]3[C:16]4[CH:15]=[CH:14][CH:13]=[CH:12][C:11]=4[C:10](=O)[O:9][C:8]=3[CH2:7]2)[CH2:5][O:4][CH2:3]1.[NH3:21].CO. (4) Given the product [P:1]([CH2:5][NH:6][CH2:7][C:8]([OH:10])=[O:9])([OH:4])([OH:3])=[O:2], predict the reactants needed to synthesize it. The reactants are: [P:1]([CH2:5][N:6](CC(O)=O)[CH2:7][C:8]([OH:10])=[O:9])([OH:4])([OH:3])=[O:2].OO. (5) Given the product [O:10]1[CH2:15][CH2:14][CH2:13][CH2:12][CH:11]1[O:4][C:3]1[CH:5]=[CH:6][CH:7]=[CH:8][C:2]=1[CH:1]=[O:9], predict the reactants needed to synthesize it. The reactants are: [CH:1](=[O:9])[C:2]1[C:3](=[CH:5][CH:6]=[CH:7][CH:8]=1)[OH:4].[O:10]1[CH:15]=[CH:14][CH2:13][CH2:12][CH2:11]1.C1(C)C=CC(S([O-])(=O)=O)=CC=1.[NH+]1C=CC=CC=1.C(=O)(O)[O-].[Na+]. (6) The reactants are: Cl[CH2:2][C:3]1[CH:4]=[C:5]([S:9]([N:12]2[C:16]([C:17]3[C:18]([F:23])=[N:19][CH:20]=[CH:21][CH:22]=3)=[C:15]([F:24])[C:14]([CH2:25][N:26]([CH3:34])[C:27](=[O:33])[O:28][C:29]([CH3:32])([CH3:31])[CH3:30])=[CH:13]2)(=[O:11])=[O:10])[CH:6]=[CH:7][CH:8]=1.[CH3:35][S-:36].[Na+].[I-].[K+].CN(C)C=O. Given the product [F:24][C:15]1[C:14]([CH2:25][N:26]([CH3:34])[C:27](=[O:33])[O:28][C:29]([CH3:30])([CH3:32])[CH3:31])=[CH:13][N:12]([S:9]([C:5]2[CH:6]=[CH:7][CH:8]=[C:3]([CH2:2][S:36][CH3:35])[CH:4]=2)(=[O:11])=[O:10])[C:16]=1[C:17]1[C:18]([F:23])=[N:19][CH:20]=[CH:21][CH:22]=1, predict the reactants needed to synthesize it. (7) Given the product [OH:1][CH:2]1[C:7](=[O:8])[CH2:6][CH2:5][N:4]([C:12]([O:14][C:15]([CH3:18])([CH3:17])[CH3:16])=[O:13])[CH2:3]1, predict the reactants needed to synthesize it. The reactants are: [OH:1][CH:2]1[C:7](OC)([O:8]C)[CH2:6][CH2:5][N:4]([C:12]([O:14][C:15]([CH3:18])([CH3:17])[CH3:16])=[O:13])[CH2:3]1.C1(C)C=CC(S(O)(=O)=O)=CC=1. (8) Given the product [ClH:31].[CH3:15][O:16][C:17]1[CH:18]=[C:19]([N:25]2[CH2:26][CH2:27][N:28]([C:12]([C:11]3[N:7]([C:1]4[CH:2]=[CH:3][CH:4]=[CH:5][CH:6]=4)[CH:8]=[N:9][CH:10]=3)=[O:14])[CH2:29][CH2:30]2)[CH:20]=[C:21]([O:23][CH3:24])[CH:22]=1, predict the reactants needed to synthesize it. The reactants are: [C:1]1([N:7]2[C:11]([C:12]([OH:14])=O)=[CH:10][N:9]=[CH:8]2)[CH:6]=[CH:5][CH:4]=[CH:3][CH:2]=1.[CH3:15][O:16][C:17]1[CH:18]=[C:19]([N:25]2[CH2:30][CH2:29][NH:28][CH2:27][CH2:26]2)[CH:20]=[C:21]([O:23][CH3:24])[CH:22]=1.[ClH:31].CN(C)CCCN=C=NCC.O.ON1C2C=CC=CC=2N=N1. (9) Given the product [CH2:33]([NH:35][C:18](=[O:19])[CH2:17][CH:14]1[S:13][C:12]([C:9]2[NH:10][C:11]3[C:7]([CH:8]=2)=[CH:6][C:5]([O:21][C:22]2[CH:23]=[N:24][C:25]([S:28]([CH3:31])(=[O:30])=[O:29])=[CH:26][CH:27]=2)=[CH:4][C:3]=3[O:2][CH3:1])=[N:16][CH2:15]1)[CH3:34], predict the reactants needed to synthesize it. The reactants are: [CH3:1][O:2][C:3]1[CH:4]=[C:5]([O:21][C:22]2[CH:23]=[N:24][C:25]([S:28]([CH3:31])(=[O:30])=[O:29])=[CH:26][CH:27]=2)[CH:6]=[C:7]2[C:11]=1[NH:10][C:9]([C:12]1[S:13][CH:14]([CH2:17][C:18](O)=[O:19])[CH2:15][N:16]=1)=[CH:8]2.Cl.[CH2:33]([N:35]=C=NCCCN(C)C)[CH3:34].ON1C2C=CC=CC=2N=N1.C(N)C. (10) Given the product [C:1]([O:5][C:6](=[O:24])[NH:7][CH:8]([C:13]1[CH:14]=[CH:15][C:16]([O:19][C:20]([F:22])([F:23])[F:21])=[CH:17][CH:18]=1)[CH2:9][C:10]#[N:12])([CH3:4])([CH3:2])[CH3:3], predict the reactants needed to synthesize it. The reactants are: [C:1]([O:5][C:6](=[O:24])[NH:7][CH:8]([C:13]1[CH:18]=[CH:17][C:16]([O:19][C:20]([F:23])([F:22])[F:21])=[CH:15][CH:14]=1)[CH2:9][C:10]([NH2:12])=O)([CH3:4])([CH3:3])[CH3:2].S(Cl)(Cl)=O.